Predict the reactants needed to synthesize the given product. From a dataset of Full USPTO retrosynthesis dataset with 1.9M reactions from patents (1976-2016). (1) The reactants are: [I-:1].[K+].N([O-])=O.[Na+].[CH3:7][O:8][C:9]1[CH:14]=[CH:13][C:12]([C:15]2[C:16]3[N:17]([N:21]=[C:22](N)[N:23]=3)[CH:18]=[CH:19][CH:20]=2)=[CH:11][CH:10]=1.C1(C)C=CC(S(O)(=O)=O)=CC=1. Given the product [I:1][C:22]1[N:23]=[C:16]2[C:15]([C:12]3[CH:13]=[CH:14][C:9]([O:8][CH3:7])=[CH:10][CH:11]=3)=[CH:20][CH:19]=[CH:18][N:17]2[N:21]=1, predict the reactants needed to synthesize it. (2) Given the product [F:30][C:26]1[CH:25]=[C:24]([C@@H:14]([N:15]2[C:23]3[C:18](=[CH:19][CH:20]=[CH:21][CH:22]=3)[CH:17]=[CH:16]2)[C@H:13]([C@@H:9]2[CH2:10][CH2:11][CH2:12][NH:8]2)[OH:31])[CH:29]=[CH:28][CH:27]=1, predict the reactants needed to synthesize it. The reactants are: C(OC([N:8]1[CH2:12][CH2:11][CH2:10][C@H:9]1[C@H:13]([OH:31])[C@@H:14]([C:24]1[CH:29]=[CH:28][CH:27]=[C:26]([F:30])[CH:25]=1)[N:15]1[C:23]2[C:18](=[CH:19][CH:20]=[CH:21][CH:22]=2)[CH:17]=[CH:16]1)=O)(C)(C)C.Cl. (3) Given the product [NH2:8][CH2:9][C:10]([O:12][C@H:13]1[CH2:17][CH2:16][CH2:15][C@@H:14]1[NH:18][C:19]1[CH:24]=[C:23]([N:25]2[C:33]3[CH2:32][C:31]([CH3:34])([CH3:35])[CH2:30][C:29](=[O:36])[C:28]=3[C:27]([C:37]([F:40])([F:39])[F:38])=[N:26]2)[CH:22]=[C:21]([F:41])[C:20]=1[C:42](=[O:44])[NH2:43])=[O:11], predict the reactants needed to synthesize it. The reactants are: C(OC([NH:8][CH2:9][C:10]([O:12][C@H:13]1[CH2:17][CH2:16][CH2:15][C@@H:14]1[NH:18][C:19]1[CH:24]=[C:23]([N:25]2[C:33]3[CH2:32][C:31]([CH3:35])([CH3:34])[CH2:30][C:29](=[O:36])[C:28]=3[C:27]([C:37]([F:40])([F:39])[F:38])=[N:26]2)[CH:22]=[C:21]([F:41])[C:20]=1[C:42](=[O:44])[NH2:43])=[O:11])=O)(C)(C)C.CS(O)(=O)=O.CC(OC)(C)C.